From a dataset of Peptide-MHC class I binding affinity with 185,985 pairs from IEDB/IMGT. Regression. Given a peptide amino acid sequence and an MHC pseudo amino acid sequence, predict their binding affinity value. This is MHC class I binding data. (1) The peptide sequence is MCPFLFLAV. The MHC is HLA-A29:02 with pseudo-sequence HLA-A29:02. The binding affinity (normalized) is 0.313. (2) The peptide sequence is LPDTIETLM. The MHC is HLA-B53:01 with pseudo-sequence HLA-B53:01. The binding affinity (normalized) is 0.440. (3) The peptide sequence is SESDLEFSW. The MHC is HLA-B40:02 with pseudo-sequence HLA-B40:02. The binding affinity (normalized) is 0.443. (4) The peptide sequence is GAVNVVYTF. The MHC is Patr-B0101 with pseudo-sequence Patr-B0101. The binding affinity (normalized) is 0. (5) The MHC is HLA-A69:01 with pseudo-sequence HLA-A69:01. The peptide sequence is KYMDNELVY. The binding affinity (normalized) is 0.0847. (6) The peptide sequence is GLLRVISGVL. The MHC is HLA-A02:06 with pseudo-sequence HLA-A02:06. The binding affinity (normalized) is 0.449.